This data is from Forward reaction prediction with 1.9M reactions from USPTO patents (1976-2016). The task is: Predict the product of the given reaction. (1) Given the reactants [Cl:1][C:2]1[CH:8]=[C:7]([O:9][C:10]2[C:19]3[C:14](=[CH:15][C:16]([O:22][CH3:23])=[C:17]([O:20][CH3:21])[CH:18]=3)[N:13]=[CH:12][CH:11]=2)[CH:6]=[CH:5][C:3]=1[NH2:4].C(N(C(C)C)CC)(C)C.ClC(Cl)(O[C:37](=[O:43])OC(Cl)(Cl)Cl)Cl.[NH2:45][C:46]1[S:47][C:48]([CH2:51][CH3:52])=[N:49][N:50]=1, predict the reaction product. The product is: [Cl:1][C:2]1[CH:8]=[C:7]([O:9][C:10]2[C:19]3[C:14](=[CH:15][C:16]([O:22][CH3:23])=[C:17]([O:20][CH3:21])[CH:18]=3)[N:13]=[CH:12][CH:11]=2)[CH:6]=[CH:5][C:3]=1[NH:4][C:37]([NH:45][C:46]1[S:47][C:48]([CH2:51][CH3:52])=[N:49][N:50]=1)=[O:43]. (2) Given the reactants [F:1][C:2]1[CH:18]=[CH:17][C:16]([C:19]([F:22])([F:21])[F:20])=[CH:15][C:3]=1[C:4]([NH:6][C:7]1[CH:12]=[CH:11][N:10]=[C:9]([O:13]C)[CH:8]=1)=[O:5].[Si](I)(C)(C)C, predict the reaction product. The product is: [F:1][C:2]1[CH:18]=[CH:17][C:16]([C:19]([F:22])([F:20])[F:21])=[CH:15][C:3]=1[C:4]([NH:6][C:7]1[CH:12]=[CH:11][NH:10][C:9](=[O:13])[CH:8]=1)=[O:5]. (3) Given the reactants [C:1]1([CH3:21])[CH:6]=[CH:5][CH:4]=[C:3]([S:7]([N:10]2[CH2:19][CH2:18][CH2:17][C:16]3[N:15]=[CH:14][C:13]([NH2:20])=[CH:12][C:11]2=3)(=[O:9])=[O:8])[CH:2]=1.[C:22]1([C@H:28]([CH3:32])[C:29](O)=[O:30])[CH:27]=[CH:26][CH:25]=[CH:24][CH:23]=1.C(N(CC)C(C)C)(C)C.F[P-](F)(F)(F)(F)F.N1(OC(N(C)C)=[N+](C)C)C2N=CC=CC=2N=N1, predict the reaction product. The product is: [C:22]1([C@H:28]([CH3:32])[C:29]([NH:20][C:13]2[CH:14]=[N:15][C:16]3[CH2:17][CH2:18][CH2:19][N:10]([S:7]([C:3]4[CH:2]=[C:1]([CH3:21])[CH:6]=[CH:5][CH:4]=4)(=[O:9])=[O:8])[C:11]=3[CH:12]=2)=[O:30])[CH:27]=[CH:26][CH:25]=[CH:24][CH:23]=1. (4) Given the reactants Cl[C:2]1[C:7]([C:8]#[C:9][C:10]2[CH:15]=[CH:14][CH:13]=[CH:12][C:11]=2[F:16])=[N:6][CH:5]=[CH:4][N:3]=1.O.[NH2:18][NH2:19], predict the reaction product. The product is: [F:16][C:11]1[CH:12]=[CH:13][CH:14]=[CH:15][C:10]=1[CH2:9][C:8]1[C:7]2[C:2](=[N:3][CH:4]=[CH:5][N:6]=2)[NH:19][N:18]=1. (5) Given the reactants [Li+].[CH3:2]C([N-]C(C)C)C.[Si](C=[N+]=[N-])(C)(C)C.[Cl:16][CH2:17][CH2:18][CH2:19][O:20][C:21]1[CH:28]=[CH:27][C:24]([CH:25]=O)=[CH:23][CH:22]=1.O, predict the reaction product. The product is: [C:25]([C:24]1[CH:27]=[CH:28][C:21]([O:20][CH2:19][CH2:18][CH2:17][Cl:16])=[CH:22][CH:23]=1)#[CH:2].